This data is from Reaction yield outcomes from USPTO patents with 853,638 reactions. The task is: Predict the reaction yield, written as a fraction of the theoretical maximum amount of product (1.0 means a 100% yield; for example, 0.34 means a 34% yield). (1) The reactants are [C:1]([CH:3]([C:11]1[CH:16]=[CH:15][C:14]([O:17][CH3:18])=[CH:13][CH:12]=1)[C:4]1([OH:10])[CH2:9][CH2:8][CH2:7][CH2:6][CH2:5]1)#[N:2].[ClH:19].[H][H].Cl.C(O)(C)C. The catalyst is [Pd].CO. The product is [ClH:19].[NH2:2][CH2:1][CH:3]([C:4]1([OH:10])[CH2:9][CH2:8][CH2:7][CH2:6][CH2:5]1)[C:11]1[CH:12]=[CH:13][C:14]([O:17][CH3:18])=[CH:15][CH:16]=1. The yield is 0.720. (2) The reactants are [CH2:1]([O:8][C:9]([N:11]1[CH2:16][C@H:15]([O:17][Si](C(C)(C)C)(C)C)[CH2:14][C@H:13]([O:25][C:26](=[O:33])[C:27]2[CH:32]=[CH:31][CH:30]=[CH:29][CH:28]=2)[CH2:12]1)=[O:10])[C:2]1[CH:7]=[CH:6][CH:5]=[CH:4][CH:3]=1.[F-].C([N+](CCCC)(CCCC)CCCC)CCC.O. The catalyst is C1COCC1. The product is [CH2:1]([O:8][C:9]([N:11]1[CH2:16][C@H:15]([OH:17])[CH2:14][C@H:13]([O:25][C:26](=[O:33])[C:27]2[CH:32]=[CH:31][CH:30]=[CH:29][CH:28]=2)[CH2:12]1)=[O:10])[C:2]1[CH:7]=[CH:6][CH:5]=[CH:4][CH:3]=1. The yield is 0.950. (3) The reactants are Br[C:2]1[C:10]2[C:5](=[CH:6][CH:7]=[C:8]([C:11]([NH2:13])=[O:12])[CH:9]=2)[N:4]([CH:14]2[CH2:19][CH2:18][CH2:17][CH2:16][O:15]2)[N:3]=1.[S:20]1[C:24](B(O)O)=[CH:23][C:22]2[CH:28]=[CH:29][CH:30]=[CH:31][C:21]1=2.ClCCl.P([O-])([O-])([O-])=O.[K+].[K+].[K+]. The catalyst is C1C=CC(P(C2C=CC=CC=2)[C-]2C=CC=C2)=CC=1.C1C=CC(P(C2C=CC=CC=2)[C-]2C=CC=C2)=CC=1.Cl[Pd]Cl.[Fe+2].COCCOC. The product is [S:20]1[C:24]([C:2]2[C:10]3[C:5](=[CH:6][CH:7]=[C:8]([C:11]([NH2:13])=[O:12])[CH:9]=3)[N:4]([CH:14]3[CH2:19][CH2:18][CH2:17][CH2:16][O:15]3)[N:3]=2)=[CH:23][C:22]2[CH:28]=[CH:29][CH:30]=[CH:31][C:21]1=2. The yield is 0.260. (4) The reactants are [Cl:1][C:2]1[CH:7]=[C:6]([C:8]([OH:10])=O)[CH:5]=[CH:4][N:3]=1.S(Cl)([Cl:13])=O. The catalyst is CN(C)C=O. The product is [Cl:1][C:2]1[CH:7]=[C:6]([C:8]([Cl:13])=[O:10])[CH:5]=[CH:4][N:3]=1. The yield is 0.910.